This data is from Reaction yield outcomes from USPTO patents with 853,638 reactions. The task is: Predict the reaction yield, written as a fraction of the theoretical maximum amount of product (1.0 means a 100% yield; for example, 0.34 means a 34% yield). (1) The reactants are [C:1]([C:3]1[C:4]([C:17]2[CH:22]=[CH:21][C:20]([Cl:23])=[CH:19][C:18]=2[Cl:24])=[C:5]([C:14](O)=[O:15])[S:6][C:7]=1[N:8]1[CH2:13][CH2:12][O:11][CH2:10][CH2:9]1)#[N:2].C1(P([N:39]=[N+:40]=[N-:41])(C2C=CC=CC=2)=O)C=CC=CC=1. The catalyst is C1COCC1. The product is [C:1]([C:3]1[C:4]([C:17]2[CH:22]=[CH:21][C:20]([Cl:23])=[CH:19][C:18]=2[Cl:24])=[C:5]([C:14]([N:39]=[N+:40]=[N-:41])=[O:15])[S:6][C:7]=1[N:8]1[CH2:13][CH2:12][O:11][CH2:10][CH2:9]1)#[N:2]. The yield is 0.790. (2) The yield is 0.770. The product is [Br:8][C:7]1[CH:6]=[C:5]([N+:10]([O-:12])=[O:11])[C:4]([CH3:9])=[CH:3][C:2]=1[Br:1]. The catalyst is O. The reactants are [Br:1][C:2]1[CH:3]=[C:4]([CH3:9])[CH:5]=[CH:6][C:7]=1[Br:8].[N+:10]([O-])([OH:12])=[O:11]. (3) The reactants are [Cl:1][C:2]1[CH:7]=[CH:6][C:5]([C@@H:8]([CH:13]([C:18]([O:20][CH3:21])=[O:19])[C:14](OC)=[O:15])[CH2:9][N+:10]([O-])=O)=[CH:4][CH:3]=1. The catalyst is [Ni].CO. The product is [Cl:1][C:2]1[CH:7]=[CH:6][C:5]([C@@H:8]2[CH2:9][NH:10][C:14](=[O:15])[C@H:13]2[C:18]([O:20][CH3:21])=[O:19])=[CH:4][CH:3]=1. The yield is 0.850. (4) The reactants are Br[C:2]1[C:11]2[C:6](=[CH:7][CH:8]=[C:9]([O:12][CH3:13])[CH:10]=2)[C:5]([Cl:14])=[N:4][CH:3]=1.C([Li])CCC.B(OC(C)C)(OC(C)C)[O:21]C(C)C.OO.[OH-].[Na+].S([O-])([O-])=O.[Na+].[Na+].O.Cl. The catalyst is C1COCC1. The product is [Cl:14][C:5]1[C:6]2[C:11](=[CH:10][C:9]([O:12][CH3:13])=[CH:8][CH:7]=2)[C:2]([OH:21])=[CH:3][N:4]=1. The yield is 0.676. (5) The reactants are [C:1]([O:9][C@H:10]1[C@H:14]([NH:15][C:16](=[O:23])[C:17]2[CH:22]=[CH:21][N:20]=[CH:19][CH:18]=2)[CH2:13][C@H:12]([CH2:24][OH:25])[C@H:11]1[O:26][C:27](=[O:34])[C:28]1[CH:33]=[CH:32][CH:31]=[CH:30][CH:29]=1)(=[O:8])[C:2]1[CH:7]=[CH:6][CH:5]=[CH:4][CH:3]=1.C1CCN2C(=NCCC2)CC1.Cl[S:47]([NH2:50])(=[O:49])=[O:48]. The catalyst is C(#N)C. The product is [C:1]([O:9][C@H:10]1[C@H:14]([NH:15][C:16](=[O:23])[C:17]2[CH:22]=[CH:21][N:20]=[CH:19][CH:18]=2)[CH2:13][C@H:12]([CH2:24][O:25][S:47]([NH2:50])(=[O:49])=[O:48])[C@H:11]1[O:26][C:27](=[O:34])[C:28]1[CH:29]=[CH:30][CH:31]=[CH:32][CH:33]=1)(=[O:8])[C:2]1[CH:7]=[CH:6][CH:5]=[CH:4][CH:3]=1. The yield is 0.270. (6) The reactants are [O:1]1[CH2:6][CH2:5][N:4]([C:7]2[CH:12]=[CH:11][C:10]([NH:13][C:14]3[N:19]=[C:18]([C:20]4[CH:28]=[CH:27][C:23]([C:24](O)=[O:25])=[CH:22][CH:21]=4)[CH:17]=[CH:16][N:15]=3)=[CH:9][CH:8]=2)[CH2:3][CH2:2]1.C(N(CC)CC)C.Cl.[NH2:37][CH2:38][C:39]#[N:40].ON1C2C=CC=CC=2N=N1.Cl.C(N=C=NCCCN(C)C)C. The catalyst is CN(C=O)C. The product is [CH2:5]1[N:4]([C:7]2[CH:12]=[CH:11][C:10]([NH:13][C:14]3[N:19]=[C:18]([C:20]4[CH:21]=[CH:22][C:23]([C:24]([NH:40][CH2:39][C:38]#[N:37])=[O:25])=[CH:27][CH:28]=4)[CH:17]=[CH:16][N:15]=3)=[CH:9][CH:8]=2)[CH2:3][CH2:2][O:1][CH2:6]1. The yield is 0.880. (7) The reactants are [NH2:1][C:2]1[CH:7]=[N:6][C:5](Br)=[CH:4][N:3]=1.[CH2:9]([O:16][C:17]1[C:18]([F:27])=[C:19](B(O)O)[CH:20]=[CH:21][C:22]=1[Cl:23])[C:10]1[CH:15]=[CH:14][CH:13]=[CH:12][CH:11]=1.C([O-])([O-])=O.[K+].[K+].C(Cl)Cl. The catalyst is COCCOC. The product is [CH2:9]([O:16][C:17]1[C:18]([F:27])=[C:19]([C:5]2[N:6]=[CH:7][C:2]([NH2:1])=[N:3][CH:4]=2)[CH:20]=[CH:21][C:22]=1[Cl:23])[C:10]1[CH:11]=[CH:12][CH:13]=[CH:14][CH:15]=1. The yield is 0.770. (8) The reactants are [CH3:1][O:2][C:3]1[CH:4]=[C:5]2[C:10](=[CH:11][C:12]=1[O:13][CH3:14])[N:9]=[CH:8][N:7]=[C:6]2[O:15][C:16]1[C:17]([F:24])=[CH:18][C:19]([F:23])=[C:20]([CH:22]=1)[NH2:21].[F:25][C:26]([C:29]1[CH:33]=[C:32]([NH:34][C:35](=O)[O:36]C2C=CC=CC=2)[O:31][N:30]=1)([CH3:28])[CH3:27].C(N(C(C)C)CC)(C)C. The catalyst is CN(C=O)C.CN(C)C1C=CN=CC=1. The product is [CH3:1][O:2][C:3]1[CH:4]=[C:5]2[C:10](=[CH:11][C:12]=1[O:13][CH3:14])[N:9]=[CH:8][N:7]=[C:6]2[O:15][C:16]1[C:17]([F:24])=[CH:18][C:19]([F:23])=[C:20]([NH:21][C:35]([NH:34][C:32]2[O:31][N:30]=[C:29]([C:26]([F:25])([CH3:27])[CH3:28])[CH:33]=2)=[O:36])[CH:22]=1. The yield is 0.310. (9) The reactants are Br[C:2]1[CH:3]=[C:4]([NH:10][C:11]2[O:12][C:13]([CH3:16])=[CH:14][N:15]=2)[C:5](=[O:9])[N:6]([CH3:8])[CH:7]=1.[C:17]([O:20][CH2:21][C:22]1[C:23]([N:31]2[CH2:42][CH2:41][N:40]3[C:33](=[CH:34][C:35]4[CH2:36][C:37]([CH3:44])([CH3:43])[CH2:38][C:39]=43)[C:32]2=[O:45])=[N:24][CH:25]=[CH:26][C:27]=1B(O)O)(=[O:19])[CH3:18].[O-]P([O-])([O-])=O.[K+].[K+].[K+].C([O-])(=O)C.[Na+]. The catalyst is C1C=CC(P(C2C=CC=CC=2)[C-]2C=CC=C2)=CC=1.C1C=CC(P(C2C=CC=CC=2)[C-]2C=CC=C2)=CC=1.Cl[Pd]Cl.[Fe+2].C(#N)C.O. The product is [C:17]([O:20][CH2:21][C:22]1[C:23]([N:31]2[CH2:42][CH2:41][N:40]3[C:33](=[CH:34][C:35]4[CH2:36][C:37]([CH3:44])([CH3:43])[CH2:38][C:39]=43)[C:32]2=[O:45])=[N:24][CH:25]=[CH:26][C:27]=1[C:2]1[CH:3]=[C:4]([NH:10][C:11]2[O:12][C:13]([CH3:16])=[CH:14][N:15]=2)[C:5](=[O:9])[N:6]([CH3:8])[CH:7]=1)(=[O:19])[CH3:18]. The yield is 0.340.